Dataset: Reaction yield outcomes from USPTO patents with 853,638 reactions. Task: Predict the reaction yield, written as a fraction of the theoretical maximum amount of product (1.0 means a 100% yield; for example, 0.34 means a 34% yield). (1) The reactants are [Br-].[O:2]1[C:6]2[CH:7]=[CH:8][C:9]([CH2:11][P+](C3C=CC=CC=3)(C3C=CC=CC=3)C3C=CC=CC=3)=[CH:10][C:5]=2[O:4][CH2:3]1.[CH3:31][O:32][C:33]1[CH:38]=[CH:37][C:36]([CH2:39][CH:40]([CH3:43])[CH:41]=O)=[CH:35][CH:34]=1.CC(O)=O. The catalyst is C1COCC1. The product is [CH3:31][O:32][C:33]1[CH:38]=[CH:37][C:36]([CH2:39][CH:40]([CH3:43])[CH:41]=[CH:11][C:9]2[CH:8]=[CH:7][C:6]3[O:2][CH2:3][O:4][C:5]=3[CH:10]=2)=[CH:35][CH:34]=1. The yield is 0.740. (2) The reactants are [CH3:1][N:2]1[CH:6]([C:7]([OH:9])=O)[CH2:5][NH:4][C:3]1=[O:10].O.ON1C2C=CC=CC=2N=N1.Cl.C(N=C=NCCCN(C)C)C.C(N1CCOCC1)C.[Cl:42][C:43]1[C:48]([F:49])=[C:47]([F:50])[CH:46]=[CH:45][C:44]=1[CH2:51][NH2:52]. The catalyst is ClCCl. The product is [Cl:42][C:43]1[C:48]([F:49])=[C:47]([F:50])[CH:46]=[CH:45][C:44]=1[CH2:51][NH:52][C:7]([CH:6]1[CH2:5][NH:4][C:3](=[O:10])[N:2]1[CH3:1])=[O:9]. The yield is 0.390. (3) The reactants are [CH3:1][O:2][CH2:3][C@H:4]([CH3:32])[O:5][C:6]1[CH:7]=[C:8]([CH:19]=[C:20]([C:22]2[NH:23][C:24]([C:27]3[S:28][CH:29]=[CH:30][N:31]=3)=[CH:25][CH:26]=2)[CH:21]=1)[O:9][C:10]1[N:11]=[CH:12][C:13]([C:16]([OH:18])=O)=[N:14][CH:15]=1.Cl.[NH:34]1[CH2:37][CH2:36][CH2:35]1.CN(C(ON1N=NC2C=CC=NC1=2)=[N+](C)C)C.F[P-](F)(F)(F)(F)F.C(N(CC)C(C)C)(C)C. The catalyst is O1CCCC1.O. The product is [N:34]1([C:16]([C:13]2[CH:12]=[N:11][C:10]([O:9][C:8]3[CH:19]=[C:20]([C:22]4[NH:23][C:24]([C:27]5[S:28][CH:29]=[CH:30][N:31]=5)=[CH:25][CH:26]=4)[CH:21]=[C:6]([O:5][C@@H:4]([CH3:32])[CH2:3][O:2][CH3:1])[CH:7]=3)=[CH:15][N:14]=2)=[O:18])[CH2:37][CH2:36][CH2:35]1. The yield is 0.960.